From a dataset of Reaction yield outcomes from USPTO patents with 853,638 reactions. Predict the reaction yield, written as a fraction of the theoretical maximum amount of product (1.0 means a 100% yield; for example, 0.34 means a 34% yield). (1) The reactants are S(Cl)(Cl)=O.[N+:5]([C:8]1[C:9]([C:13]([OH:15])=[O:14])=[N:10][NH:11][CH:12]=1)([O-:7])=[O:6].[CH3:16][CH2:17]O. No catalyst specified. The product is [CH2:16]([O:14][C:13]([C:9]1[C:8]([N+:5]([O-:7])=[O:6])=[CH:12][NH:11][N:10]=1)=[O:15])[CH3:17]. The yield is 0.960. (2) The reactants are [CH2:1]([Li])CCC.[Br-].[OH:7][C:8]1[CH:13]=[CH:12][CH:11]=[CH:10][C:9]=1[P+](C1C=CC=CC=1)(C1C=CC=CC=1)C1C=CC=CC=1.[C:33]([CH2:35][CH2:36][CH2:37][CH2:38][CH:39]([CH:52]=O)[CH2:40][CH2:41][C:42]1[CH:51]=[CH:50][C:45]([C:46]([O:48][CH3:49])=[O:47])=[CH:44][CH:43]=1)#[N:34]. The catalyst is CCCCCC.C1COCC1. The product is [C:33]([CH2:35][CH2:36][CH2:37][CH2:38][CH:39](/[CH:52]=[CH:1]/[C:9]1[CH:10]=[CH:11][CH:12]=[CH:13][C:8]=1[OH:7])[CH2:40][CH2:41][C:42]1[CH:51]=[CH:50][C:45]([C:46]([O:48][CH3:49])=[O:47])=[CH:44][CH:43]=1)#[N:34]. The yield is 0.650.